Dataset: Full USPTO retrosynthesis dataset with 1.9M reactions from patents (1976-2016). Task: Predict the reactants needed to synthesize the given product. Given the product [CH2:14]([O:13][CH:4]([O:3][CH2:1][CH3:2])[C:5]1[CH:12]=[CH:11][C:8]([CH:9]([OH:10])[CH2:17][CH2:18][CH3:19])=[CH:7][CH:6]=1)[CH3:15], predict the reactants needed to synthesize it. The reactants are: [CH2:1]([O:3][CH:4]([O:13][CH2:14][CH3:15])[C:5]1[CH:12]=[CH:11][C:8]([CH:9]=[O:10])=[CH:7][CH:6]=1)[CH3:2].O1C[CH2:19][CH2:18][CH2:17]1.C([Mg]Br)CC.[Cl-].[NH4+].